Dataset: Full USPTO retrosynthesis dataset with 1.9M reactions from patents (1976-2016). Task: Predict the reactants needed to synthesize the given product. Given the product [Cl:25][C:26]1[CH:27]=[CH:28][C:29]([C:32]2[N:33]=[C:34]3[CH:39]=[CH:38][CH:37]=[CH:36][N:35]3[C:40]=2[CH2:41][C:46]2[N:45]=[C:44]([CH3:43])[O:48][N:47]=2)=[CH:30][CH:31]=1, predict the reactants needed to synthesize it. The reactants are: FC1C=CC2N(C(CC3N(C)C=CN=3)=C(C3C=CC(F)=CC=3)N=2)C=1.[Cl:25][C:26]1[CH:31]=[CH:30][C:29]([C:32]2[N:33]=[C:34]3[CH:39]=[CH:38][CH:37]=[CH:36][N:35]3[C:40]=2[CH:41]=O)=[CH:28][CH:27]=1.[CH3:43][C:44]1[O:48][N:47]=[CH:46][N:45]=1.